This data is from Full USPTO retrosynthesis dataset with 1.9M reactions from patents (1976-2016). The task is: Predict the reactants needed to synthesize the given product. (1) The reactants are: C1CN([P+](ON2N=NC3C=CC=CC2=3)(N2CCCC2)N2CCCC2)CC1.F[P-](F)(F)(F)(F)F.C(N(CC)C(C)C)(C)C.[Cl:43][C:44]1[CH:45]=[CH:46][C:47]2[N:53]3[C:54]([CH:57]([CH3:59])[CH3:58])=[N:55][N:56]=[C:52]3[CH:51]([CH2:60][C:61](O)=[O:62])[O:50][CH:49]([C:64]3[CH:69]=[CH:68][CH:67]=[C:66]([O:70][CH3:71])[C:65]=3[O:72][CH3:73])[C:48]=2[CH:74]=1.Cl.[NH:76]1[CH2:81][CH2:80][CH:79]([CH2:82][C:83]([O:85][CH2:86][CH3:87])=[O:84])[CH2:78][CH2:77]1. Given the product [Cl:43][C:44]1[CH:45]=[CH:46][C:47]2[N:53]3[C:54]([CH:57]([CH3:59])[CH3:58])=[N:55][N:56]=[C:52]3[CH:51]([CH2:60][C:61]([N:76]3[CH2:81][CH2:80][CH:79]([CH2:82][C:83]([O:85][CH2:86][CH3:87])=[O:84])[CH2:78][CH2:77]3)=[O:62])[O:50][CH:49]([C:64]3[CH:69]=[CH:68][CH:67]=[C:66]([O:70][CH3:71])[C:65]=3[O:72][CH3:73])[C:48]=2[CH:74]=1, predict the reactants needed to synthesize it. (2) Given the product [CH2:25]([O:24][C:22]1[CH:21]=[CH:20][C:19]2[C:14]3([CH2:16][O:17][C:18]=2[CH:23]=1)[CH:13]=[CH:12][CH2:11][N:10]([C:46]([O:45][CH2:38][C:39]1[CH:44]=[CH:43][CH:42]=[CH:41][CH:40]=1)=[O:47])[CH2:15]3)[C:26]1[CH:27]=[CH:28][CH:29]=[CH:30][CH:31]=1, predict the reactants needed to synthesize it. The reactants are: [BH4-].[Na+].C([N:10]1[CH2:15][C:14]([CH2:16][O:17][C:18]2[CH:23]=[C:22]([O:24][CH2:25][C:26]3[CH:31]=[CH:30][CH:29]=[CH:28][CH:27]=3)[CH:21]=[CH:20][C:19]=2Br)=[CH:13][CH2:12][CH2:11]1)C1C=CC=CC=1.C(=O)(O)[O-].[K+].[CH2:38]([O:45][C:46](Cl)=[O:47])[C:39]1[CH:44]=[CH:43][CH:42]=[CH:41][CH:40]=1.C([O-])(O)=O.[Na+].N1(C([O-])=O)CC=CCC1. (3) Given the product [Cl:1][C:2]1[CH:10]=[C:9]2[C:5]([C:6]([C:11]([N:13]3[CH2:18][CH2:17][C:16]4([C:22]5[CH:23]=[CH:24][C:25]([F:27])=[CH:26][C:21]=5[C:20](=[O:28])[O:19]4)[CH2:15][CH2:14]3)=[O:12])=[CH:7][N:8]2[CH2:33][C:32]2[CH:31]=[C:30]([F:29])[CH:37]=[C:36]([F:38])[CH:35]=2)=[CH:4][CH:3]=1, predict the reactants needed to synthesize it. The reactants are: [Cl:1][C:2]1[CH:10]=[C:9]2[C:5]([C:6]([C:11]([N:13]3[CH2:18][CH2:17][C:16]4([C:22]5[CH:23]=[CH:24][C:25]([F:27])=[CH:26][C:21]=5[C:20](=[O:28])[O:19]4)[CH2:15][CH2:14]3)=[O:12])=[CH:7][NH:8]2)=[CH:4][CH:3]=1.[F:29][C:30]1[CH:31]=[C:32]([CH:35]=[C:36]([F:38])[CH:37]=1)[CH2:33]Cl. (4) Given the product [Br:1][C:2]1[CH:3]=[CH:4][C:5]([C:6]([C@@H:8]2[CH2:11][CH2:10][C@H:9]2[C:12]([O:14][CH3:17])=[O:13])=[O:7])=[CH:15][CH:16]=1, predict the reactants needed to synthesize it. The reactants are: [Br:1][C:2]1[CH:16]=[CH:15][C:5]([C:6]([C@@H:8]2[CH2:11][CH2:10][C@H:9]2[C:12]([OH:14])=[O:13])=[O:7])=[CH:4][CH:3]=1.[CH3:17]OC(OC)(C)C.Cl. (5) Given the product [Cl:22][C:19]1[CH:20]=[CH:21][C:16]([S:13]([NH:12][C:8]2[CH:7]=[C:6]3[C:11](=[CH:10][CH:9]=2)[C:2]([O:25][CH2:23][CH3:24])=[N:3][CH:4]=[CH:5]3)(=[O:15])=[O:14])=[CH:17][CH:18]=1, predict the reactants needed to synthesize it. The reactants are: Cl[C:2]1[C:11]2[C:6](=[CH:7][C:8]([NH:12][S:13]([C:16]3[CH:21]=[CH:20][C:19]([Cl:22])=[CH:18][CH:17]=3)(=[O:15])=[O:14])=[CH:9][CH:10]=2)[CH:5]=[CH:4][N:3]=1.[CH2:23]([OH:25])[CH3:24].[H-].[Na+].O. (6) The reactants are: C1N=CN([C:6](N2C=NC=C2)=[O:7])C=1.[NH2:13][C:14]1[N:18]([C:19]2[CH:24]=[CH:23][CH:22]=[CH:21][CH:20]=2)[NH:17][C:16](=[O:25])[C:15]=1[CH3:26].CCN(C(C)C)C(C)C.Cl.Cl.[Cl:38][C:39]1[CH:44]=[CH:43][C:42]([C@@H:45]2[CH2:49][N:48]([CH2:50][CH2:51][O:52][CH3:53])[CH2:47][C@H:46]2[NH2:54])=[CH:41][C:40]=1[F:55]. Given the product [Cl:38][C:39]1[CH:44]=[CH:43][C:42]([C@@H:45]2[CH2:49][N:48]([CH2:50][CH2:51][O:52][CH3:53])[CH2:47][C@H:46]2[NH:54][C:6]([NH:13][C:14]2[N:18]([C:19]3[CH:24]=[CH:23][CH:22]=[CH:21][CH:20]=3)[NH:17][C:16](=[O:25])[C:15]=2[CH3:26])=[O:7])=[CH:41][C:40]=1[F:55], predict the reactants needed to synthesize it.